This data is from Catalyst prediction with 721,799 reactions and 888 catalyst types from USPTO. The task is: Predict which catalyst facilitates the given reaction. (1) Reactant: [F:1][C:2]1[CH:7]=[CH:6][C:5]([C:8]2[C:9]([C:21]3[CH:26]=[CH:25][CH:24]=[CH:23][CH:22]=3)=[C:10]([C:18](O)=[O:19])[N:11]([CH:15]([CH3:17])[CH3:16])[C:12]=2[CH:13]=[O:14])=[CH:4][CH:3]=1.C(Cl)(=O)C(Cl)=O.[NH2:33][C:34]1[CH:39]=[CH:38][CH:37]=[CH:36][CH:35]=1.C(N(CC)CC)C. Product: [C:34]1([NH:33][C:18]([C:10]2[N:11]([CH:15]([CH3:17])[CH3:16])[C:12]([CH:13]=[O:14])=[C:8]([C:5]3[CH:4]=[CH:3][C:2]([F:1])=[CH:7][CH:6]=3)[C:9]=2[C:21]2[CH:22]=[CH:23][CH:24]=[CH:25][CH:26]=2)=[O:19])[CH:39]=[CH:38][CH:37]=[CH:36][CH:35]=1. The catalyst class is: 118. (2) Reactant: [C:1]([C:3]1[C:8](=[O:9])[N:7]([CH2:10][C:11]2[CH:16]=[CH:15][C:14]([CH3:17])=[CH:13][C:12]=2[CH3:18])[C:6]([C:19]2[CH:20]=[C:21]([C:25]3[CH:33]=[C:32]4[C:28]([CH:29]=[C:30]([C:34]([O:36]CC)=[O:35])[NH:31]4)=[CH:27][CH:26]=3)[CH:22]=[CH:23][CH:24]=2)=[CH:5][C:4]=1[C:39]([F:42])([F:41])[F:40])#[N:2].C(O)C.[Li+].[OH-]. Product: [C:1]([C:3]1[C:8](=[O:9])[N:7]([CH2:10][C:11]2[CH:16]=[CH:15][C:14]([CH3:17])=[CH:13][C:12]=2[CH3:18])[C:6]([C:19]2[CH:20]=[C:21]([C:25]3[CH:33]=[C:32]4[C:28]([CH:29]=[C:30]([C:34]([OH:36])=[O:35])[NH:31]4)=[CH:27][CH:26]=3)[CH:22]=[CH:23][CH:24]=2)=[CH:5][C:4]=1[C:39]([F:40])([F:41])[F:42])#[N:2]. The catalyst class is: 1. (3) Reactant: [OH:1][CH:2]([P:12](=[O:19])([O:16][CH2:17][CH3:18])[O:13][CH2:14][CH3:15])[C:3]1[CH:8]=[CH:7][C:6]([N+:9]([O-])=O)=[CH:5][CH:4]=1. Product: [NH2:9][C:6]1[CH:5]=[CH:4][C:3]([CH:2]([P:12](=[O:19])([O:13][CH2:14][CH3:15])[O:16][CH2:17][CH3:18])[OH:1])=[CH:8][CH:7]=1. The catalyst class is: 352. (4) Reactant: [Cl-].[Al+3].[Cl-].[Cl-].[Cl:5][C:6]1[CH:7]=[CH:8][C:9]2[S:13][C:12](=[O:14])[NH:11][C:10]=2[CH:15]=1.[Br:16][CH2:17][C:18](Br)=[O:19]. Product: [Br:16][CH2:17][C:18]([C:7]1[C:6]([Cl:5])=[CH:15][C:10]2[NH:11][C:12](=[O:14])[S:13][C:9]=2[CH:8]=1)=[O:19]. The catalyst class is: 3. (5) Reactant: [C:1](OC(=O)C)(=[O:3])[CH3:2].[NH2:8][CH2:9][C@H:10]1[O:14][C:13](=[O:15])[N:12]([C:16]2[CH:17]=[C:18]3[C:22](=[C:23]([F:25])[CH:24]=2)[N:21]([CH:26]2[CH2:28][CH2:27]2)[C:20](=[O:29])[CH2:19]3)[CH2:11]1.C(N(CC)C(C)C)(C)C. Product: [CH:26]1([N:21]2[C:22]3[C:18](=[CH:17][C:16]([N:12]4[CH2:11][C@H:10]([CH2:9][NH:8][C:1](=[O:3])[CH3:2])[O:14][C:13]4=[O:15])=[CH:24][C:23]=3[F:25])[CH2:19][C:20]2=[O:29])[CH2:28][CH2:27]1. The catalyst class is: 4. (6) Reactant: C[O:2]C(=O)[O-].[C:6]12([N+:16]([CH3:19])([CH3:18])[CH3:17])[CH2:15][CH:10]3[CH2:11][CH:12]([CH2:14][CH:8]([CH2:9]3)[CH2:7]1)[CH2:13]2.O.[OH-].[Ca+2].[OH-]. Product: [OH-:2].[C:6]12([N+:16]([CH3:19])([CH3:18])[CH3:17])[CH2:13][CH:12]3[CH2:11][CH:10]([CH2:9][CH:8]([CH2:14]3)[CH2:7]1)[CH2:15]2. The catalyst class is: 5.